Binary Classification. Given a miRNA mature sequence and a target amino acid sequence, predict their likelihood of interaction. From a dataset of Experimentally validated miRNA-target interactions with 360,000+ pairs, plus equal number of negative samples. The miRNA is mmu-miR-301b-3p with sequence CAGUGCAAUGGUAUUGUCAAAGC. The protein sequence of the target gene is MQTFLKGKRVGYWLSEKKVKKLNFQAFAELCRKRGIEVVQLNLSRPIEEQGPLDVIIHKLTDVILEADQNDSQSLELVHRFQEYIDAHPETIVLDPLPAIRTLLDRSKSYELIRKIEAYMKDDRICSPPFMELTSLCGEDTMRLLEQNGLAFPFICKTRVAHGTNSHEMAIVFNQEGLNAIQPPCVVQNFINHNAVLYKVFVVGESYTVVQRPSLKNFSAGTSDRESIFFNSHNVSKPESSSVLTELDKIEGVFERPSDEVIRELSRALRQALGVSLFGIDIIINNQTGQHAVIDVNAFP.... Result: 0 (no interaction).